The task is: Predict which catalyst facilitates the given reaction.. This data is from Catalyst prediction with 721,799 reactions and 888 catalyst types from USPTO. Reactant: [CH2:1]([O:8][C:9]1[CH:17]=[CH:16][C:12]([C:13](O)=[O:14])=[CH:11][C:10]=1[C:18]([F:21])([F:20])[F:19])[CH2:2][CH2:3][CH2:4][CH2:5][CH2:6][CH3:7].[H-].COCCO[Al+]OCCOC.C1(C)C=CC=CC=1.[OH-].[Na+]. Product: [CH2:1]([O:8][C:9]1[CH:17]=[CH:16][C:12]([CH2:13][OH:14])=[CH:11][C:10]=1[C:18]([F:19])([F:20])[F:21])[CH2:2][CH2:3][CH2:4][CH2:5][CH2:6][CH3:7]. The catalyst class is: 885.